From a dataset of Forward reaction prediction with 1.9M reactions from USPTO patents (1976-2016). Predict the product of the given reaction. (1) The product is: [CH3:40][C:37]1([CH3:41])[CH2:36][CH2:35][C:34]2[N:33]=[C:32]([CH2:42][NH:43][S:44]([CH3:47])(=[O:46])=[O:45])[N:31]=[C:30]([N:16]3[CH2:15][C:14]4[CH:20]=[C:10]([C:8]5[CH:9]=[C:4]6[NH:3][C:2]([CH3:1])=[N:21][C:5]6=[N:6][CH:7]=5)[CH:11]=[CH:12][C:13]=4[O:19][CH2:18][CH2:17]3)[C:39]=2[CH2:38]1. Given the reactants [CH3:1][C:2]1[N:3](C(OCC(C)C)=O)[C:4]2[C:5]([N:21]=1)=[N:6][CH:7]=[C:8]([C:10]1[CH:11]=[CH:12][C:13]3[O:19][CH2:18][CH2:17][NH:16][CH2:15][C:14]=3[CH:20]=1)[CH:9]=2.Cl[C:30]1[C:39]2[CH2:38][C:37]([CH3:41])([CH3:40])[CH2:36][CH2:35][C:34]=2[N:33]=[C:32]([CH2:42][NH:43][S:44]([CH3:47])(=[O:46])=[O:45])[N:31]=1, predict the reaction product. (2) Given the reactants [CH3:1][O:2][C:3]1[C:16]2[C:15]3[NH:14][CH2:13][CH2:12][CH2:11][C:10]=3[C:9](=[O:17])[N:8](COC)[C:7]=2[CH:6]=[C:5]([CH2:21][NH:22][N:23]2[CH2:28][CH2:27][O:26][CH2:25][CH2:24]2)[CH:4]=1.[ClH:29], predict the reaction product. The product is: [ClH:29].[ClH:29].[ClH:29].[CH3:1][O:2][C:3]1[C:16]2[C:15]3[NH:14][CH2:13][CH2:12][CH2:11][C:10]=3[C:9](=[O:17])[NH:8][C:7]=2[CH:6]=[C:5]([CH2:21][NH:22][N:23]2[CH2:24][CH2:25][O:26][CH2:27][CH2:28]2)[CH:4]=1. (3) Given the reactants FC(F)(F)C(O)=O.[NH2:8][CH2:9][CH2:10][C:11]1[C:20]2[CH2:19][S:18][N:17]=[C:16]([NH:21]C(=O)OC(C)(C)C)[C:15]3=[N:29][N:30]([CH2:32][C:33]4[C:38]([CH3:39])=[C:37]([O:40][CH3:41])[C:36]([CH3:42])=[CH:35][N:34]=4)[N:31]=[C:13]([C:14]=23)[CH:12]=1.ClCCl, predict the reaction product. The product is: [NH2:8][CH2:9][CH2:10][C:11]1[C:20]2[CH2:19][S:18][N:17]=[C:16]([NH2:21])[C:15]3=[N:29][N:30]([CH2:32][C:33]4[C:38]([CH3:39])=[C:37]([O:40][CH3:41])[C:36]([CH3:42])=[CH:35][N:34]=4)[N:31]=[C:13]([C:14]=23)[CH:12]=1. (4) Given the reactants [F:1][C:2]1[CH:3]=[CH:4][C:5]2[N:9]=[CH:8][N:7]([C:10]3[N:15]=[C:14]([NH:16][C@H:17]4[C:26]5[C:21](=[C:22]([F:27])[CH:23]=[CH:24][CH:25]=5)[O:20][CH2:19][CH2:18]4)[C:13]([N+:28]([O-])=O)=[CH:12][N:11]=3)[C:6]=2[CH:31]=1, predict the reaction product. The product is: [F:1][C:2]1[CH:3]=[CH:4][C:5]2[N:9]=[CH:8][N:7]([C:10]3[N:15]=[C:14]([NH:16][C@H:17]4[C:26]5[C:21](=[C:22]([F:27])[CH:23]=[CH:24][CH:25]=5)[O:20][CH2:19][CH2:18]4)[C:13]([NH2:28])=[CH:12][N:11]=3)[C:6]=2[CH:31]=1. (5) Given the reactants [Si]([O:8][C:9]1[CH2:10][CH2:11][N:12]([C:15]([O:17][CH2:18][C:19]2[CH:24]=[CH:23][CH:22]=[CH:21][CH:20]=2)=[O:16])[CH2:13][CH:14]=1)(C(C)(C)C)(C)C.[B-](F)(F)(F)[F:26].[B-](F)(F)(F)F.C1[N+]2(CCl)CC[N+](F)(CC2)C1, predict the reaction product. The product is: [F:26][CH:10]1[C:9](=[O:8])[CH2:14][CH2:13][N:12]([C:15]([O:17][CH2:18][C:19]2[CH:24]=[CH:23][CH:22]=[CH:21][CH:20]=2)=[O:16])[CH2:11]1. (6) Given the reactants OS(C(F)(F)F)(=O)=O.N1C=CN=CC=1.[N:15]1[CH:20]=[CH:19][CH:18]=[N:17][C:16]=1[N:21]1[CH2:26][CH2:25][NH:24][CH2:23][CH2:22]1.[CH3:27][C:28]1[C:29](=O)[NH:30][CH:31]=[C:32]([C:34]2[CH:39]=[CH:38][CH:37]=[CH:36][CH:35]=2)[N:33]=1.FC(F)(F)S(O)(=O)=O.[O-]S(C(F)(F)F)(=O)=O, predict the reaction product. The product is: [CH3:27][C:28]1[C:29]([N:24]2[CH2:25][CH2:26][N:21]([C:16]3[N:17]=[CH:18][CH:19]=[CH:20][N:15]=3)[CH2:22][CH2:23]2)=[N:30][CH:31]=[C:32]([C:34]2[CH:35]=[CH:36][CH:37]=[CH:38][CH:39]=2)[N:33]=1. (7) Given the reactants [CH3:1][S:2]([C:5]1[CH:6]=[CH:7][C:8]([S:14][CH3:15])=[C:9]([CH:13]=1)[C:10]([OH:12])=O)(=[O:4])=[O:3].[F:16][C:17]1[C:18]([N:27]2[CH2:32][CH2:31][NH:30][CH2:29][CH2:28]2)=[N:19][CH:20]=[C:21]([C:23]([F:26])([F:25])[F:24])[CH:22]=1, predict the reaction product. The product is: [F:16][C:17]1[C:18]([N:27]2[CH2:32][CH2:31][N:30]([C:10]([C:9]3[CH:13]=[C:5]([S:2]([CH3:1])(=[O:3])=[O:4])[CH:6]=[CH:7][C:8]=3[S:14][CH3:15])=[O:12])[CH2:29][CH2:28]2)=[N:19][CH:20]=[C:21]([C:23]([F:24])([F:25])[F:26])[CH:22]=1.